From a dataset of Peptide-MHC class I binding affinity with 185,985 pairs from IEDB/IMGT. Regression. Given a peptide amino acid sequence and an MHC pseudo amino acid sequence, predict their binding affinity value. This is MHC class I binding data. (1) The peptide sequence is SWGANDTDV. The MHC is Patr-A0901 with pseudo-sequence Patr-A0901. The binding affinity (normalized) is 0.278. (2) The peptide sequence is IYKGVYQFK. The binding affinity (normalized) is 0.892. The MHC is HLA-A31:01 with pseudo-sequence HLA-A31:01.